Dataset: Forward reaction prediction with 1.9M reactions from USPTO patents (1976-2016). Task: Predict the product of the given reaction. (1) Given the reactants CN(C)CCCN=C=NCC.[CH:12]([NH:15][C:16]1[C:17]([NH2:22])=[CH:18][CH:19]=[CH:20][CH:21]=1)([CH3:14])[CH3:13].[N:23]([C:26]1[CH:35]=[CH:34][C:29]([C:30]([O:32][CH3:33])=[O:31])=[CH:28][CH:27]=1)=[C:24]=S, predict the reaction product. The product is: [CH:12]([N:15]1[C:16]2[CH:21]=[CH:20][CH:19]=[CH:18][C:17]=2[N:22]=[C:24]1[NH:23][C:26]1[CH:35]=[CH:34][C:29]([C:30]([O:32][CH3:33])=[O:31])=[CH:28][CH:27]=1)([CH3:14])[CH3:13]. (2) Given the reactants [CH3:1][Si:2]([CH3:31])([CH3:30])[C:3]1[CH:4]=[C:5]([CH:23]=[C:24]([Si:26]([CH3:29])([CH3:28])[CH3:27])[CH:25]=1)[C:6]([NH:8][C:9]1[CH:21]=[CH:20][C:12]([CH:13]=[CH:14][C:15]([O:17]CC)=[O:16])=[C:11]([F:22])[CH:10]=1)=[O:7].[OH-].[Na+].Cl, predict the reaction product. The product is: [CH3:29][Si:26]([CH3:27])([CH3:28])[C:24]1[CH:23]=[C:5]([CH:4]=[C:3]([Si:2]([CH3:31])([CH3:30])[CH3:1])[CH:25]=1)[C:6]([NH:8][C:9]1[CH:21]=[CH:20][C:12]([CH:13]=[CH:14][C:15]([OH:17])=[O:16])=[C:11]([F:22])[CH:10]=1)=[O:7]. (3) Given the reactants [NH:1]([C:13]([O:15]CC1C=CC=CC=1)=O)[C@H:2]([C:10]([OH:12])=[O:11])[CH2:3][C:4]1[CH:9]=[CH:8][CH:7]=[CH:6][CH:5]=1.[NH:23]1[CH:27]=[N:26][N:25]=[N:24]1.[NH:28]([C:35]([O:37][C:38]([CH3:41])([CH3:40])[CH3:39])=[O:36])[C@H:29](C(O)=O)[CH2:30][NH2:31].CCOC(OC(OCC)=O)=O.CCN(C(C)C)C(C)C, predict the reaction product. The product is: [NH:28]([C:35]([O:37][C:38]([CH3:41])([CH3:40])[CH3:39])=[O:36])[C@H:29]([C:13]([NH:1][C@H:2]([C:10]([OH:12])=[O:11])[CH2:3][C:4]1[CH:5]=[CH:6][CH:7]=[CH:8][CH:9]=1)=[O:15])[CH2:30][NH2:31].[NH:23]1[CH:27]=[N:26][N:25]=[N:24]1. (4) Given the reactants Cl[C:2]1[N:10]=[C:9]2[C:5]([N:6]=[C:7]([CH2:12][N:13]3[CH2:18][CH2:17][CH:16]([C:19]([OH:22])([CH3:21])[CH3:20])[CH2:15][CH2:14]3)[N:8]2[CH3:11])=[C:4]([N:23]2[CH2:28][CH2:27][O:26][CH2:25][CH2:24]2)[N:3]=1.[C:29]([C:33]1[NH:34][C:35]2[CH:41]=[CH:40][CH:39]=[CH:38][C:36]=2[N:37]=1)([CH3:32])([CH3:31])[CH3:30], predict the reaction product. The product is: [C:29]([C:33]1[N:34]([C:2]2[N:10]=[C:9]3[C:5]([N:6]=[C:7]([CH2:12][N:13]4[CH2:18][CH2:17][CH:16]([C:19]([OH:22])([CH3:20])[CH3:21])[CH2:15][CH2:14]4)[N:8]3[CH3:11])=[C:4]([N:23]3[CH2:28][CH2:27][O:26][CH2:25][CH2:24]3)[N:3]=2)[C:35]2[CH:41]=[CH:40][CH:39]=[CH:38][C:36]=2[N:37]=1)([CH3:32])([CH3:30])[CH3:31]. (5) Given the reactants C(N(CC)CC)C.Cl.[CH2:9]([O:11][C:12]([NH:14][C:15]1([CH2:28][N:29]2[CH2:34][CH2:33][NH:32][CH2:31][C:30]2=[O:35])[CH2:20][CH2:19][N:18]([C:21]2[CH:26]=[CH:25][N:24]=[C:23]([CH3:27])[CH:22]=2)[CH2:17][CH2:16]1)=[O:13])[CH3:10].[Br:36][C:37]1[CH:42]=[CH:41][C:40]([S:43](Cl)(=[O:45])=[O:44])=[CH:39][CH:38]=1.C(=O)([O-])[O-].[Na+].[Na+], predict the reaction product. The product is: [Br:36][C:37]1[CH:42]=[CH:41][C:40]([S:43]([N:32]2[CH2:33][CH2:34][N:29]([CH2:28][C:15]3([NH:14][C:12]([O:11][CH2:9][CH3:10])=[O:13])[CH2:16][CH2:17][N:18]([C:21]4[CH:26]=[CH:25][N:24]=[C:23]([CH3:27])[CH:22]=4)[CH2:19][CH2:20]3)[C:30](=[O:35])[CH2:31]2)(=[O:45])=[O:44])=[CH:39][CH:38]=1. (6) Given the reactants [NH2:1][C:2]1[C:11]2[C:6](=[CH:7][C:8](C(C)(C)C)=[N:9][CH:10]=2)[CH:5]=[CH:4][N:3]=1.C([C:20]1[C:25](Br)=[C:24](I)[CH:23]=[CH:22][N:21]=1)(C)(C)C.FC(F)(F)C1C=C(I)C(Cl)=CN=1.C(=O)([O-])[O-].[K+].[K+].C1(P(C2C=CC=CC=2)C2C=CC=CC=2)C=CC=CC=1, predict the reaction product. The product is: [CH:10]1[C:11]2[C:2]3[N:3]([CH:4]=[CH:5][C:6]=2[CH:7]=[CH:8][N:9]=1)[C:23]1[C:24](=[CH:25][CH:20]=[N:21][CH:22]=1)[N:1]=3. (7) Given the reactants C1(P(C2C=CC=CC=2)C2C=CC=CC=2)C=CC=CC=1.OC1C[CH2:25][N:24]([C:27](OC(C)(C)C)=O)[CH2:23][CH2:22]1.[CH3:34][C:35]1([CH3:49])[C:39]([CH3:41])([CH3:40])[O:38][B:37]([C:42]2[CH:47]=[CH:46][C:45]([OH:48])=[CH:44][CH:43]=2)[O:36]1.N(C(N1CCCCC1)=O)=NC(N1CCCCC1)=O, predict the reaction product. The product is: [CH3:25][N:24]([CH3:27])[CH2:23][CH2:22][O:48][C:45]1[CH:46]=[CH:47][C:42]([B:37]2[O:36][C:35]([CH3:49])([CH3:34])[C:39]([CH3:40])([CH3:41])[O:38]2)=[CH:43][CH:44]=1.